Dataset: Full USPTO retrosynthesis dataset with 1.9M reactions from patents (1976-2016). Task: Predict the reactants needed to synthesize the given product. (1) Given the product [I-:20].[C:14]([O:13][C:12]([NH:11][C:2]([CH3:1])([CH3:10])[CH2:3][N+:4]1([CH3:19])[CH2:9][CH2:8][O:7][CH2:6][CH2:5]1)=[O:18])([CH3:17])([CH3:16])[CH3:15], predict the reactants needed to synthesize it. The reactants are: [CH3:1][C:2]([NH:11][C:12](=[O:18])[O:13][C:14]([CH3:17])([CH3:16])[CH3:15])([CH3:10])[CH2:3][N:4]1[CH2:9][CH2:8][O:7][CH2:6][CH2:5]1.[CH3:19][I:20]. (2) Given the product [C:10]([O:4][CH2:3][C:2]([F:1])([Cl:9])[C:5]([F:8])([F:7])[F:6])(=[O:12])[CH3:11], predict the reactants needed to synthesize it. The reactants are: [F:1][C:2]([Cl:9])([C:5]([F:8])([F:7])[F:6])[CH2:3][OH:4].[C:10](OC(=O)C)(=[O:12])[CH3:11]. (3) Given the product [C:8]([C:10]1[CH:15]=[CH:14][C:13]([C:16]2[CH:17]=[N:18][N:19]([C:22]3[CH:30]=[CH:29][C:25]([C:26]([NH:40][CH2:39][CH:35]4[O:36][CH2:37][CH2:38][N:33]([CH3:32])[CH2:34]4)=[O:28])=[CH:24][N:23]=3)[C:20]=2[OH:21])=[C:12]([CH3:31])[CH:11]=1)#[N:9], predict the reactants needed to synthesize it. The reactants are: C(O)(C(F)(F)F)=O.[C:8]([C:10]1[CH:15]=[CH:14][C:13]([C:16]2[CH:17]=[N:18][N:19]([C:22]3[CH:30]=[CH:29][C:25]([C:26]([OH:28])=O)=[CH:24][N:23]=3)[C:20]=2[OH:21])=[C:12]([CH3:31])[CH:11]=1)#[N:9].[CH3:32][N:33]1[CH2:38][CH2:37][O:36][CH:35]([CH2:39][NH2:40])[CH2:34]1. (4) The reactants are: [OH:1][C:2]1[CH:7]=[CH:6][C:5]([C:8]2([CH2:12][C:13]([O:15][CH2:16][CH3:17])=[O:14])[CH2:11][O:10][CH2:9]2)=[CH:4][CH:3]=1.Br[CH2:19][C:20]1[CH:25]=[CH:24][C:23]([F:26])=[C:22]([O:27][C:28]([F:31])([F:30])[F:29])[CH:21]=1.C(=O)([O-])[O-].[Cs+].[Cs+]. Given the product [F:26][C:23]1[CH:24]=[CH:25][C:20]([CH2:19][O:1][C:2]2[CH:7]=[CH:6][C:5]([C:8]3([CH2:12][C:13]([O:15][CH2:16][CH3:17])=[O:14])[CH2:9][O:10][CH2:11]3)=[CH:4][CH:3]=2)=[CH:21][C:22]=1[O:27][C:28]([F:29])([F:31])[F:30], predict the reactants needed to synthesize it. (5) Given the product [C:3]([C:4]1[N:5]=[C:6]([CH:9]2[CH2:14][CH2:13][N:12]([C:15]([O:17][C:18]([CH3:21])([CH3:20])[CH3:19])=[O:16])[CH2:11][CH2:10]2)[S:7][CH:8]=1)#[CH:2], predict the reactants needed to synthesize it. The reactants are: Br[C:2](Br)=[CH:3][C:4]1[N:5]=[C:6]([CH:9]2[CH2:14][CH2:13][N:12]([C:15]([O:17][C:18]([CH3:21])([CH3:20])[CH3:19])=[O:16])[CH2:11][CH2:10]2)[S:7][CH:8]=1.Cl.C(O)C.O. (6) The reactants are: [CH2:1]([S:8][C:9]1[C:10]([C:17](OC)=[O:18])=[CH:11][S:12][C:13]=1[N+:14]([O-:16])=[O:15])[C:2]1[CH:7]=[CH:6][CH:5]=[CH:4][CH:3]=1.[H-].C([Al+]CC(C)C)C(C)C. Given the product [CH2:1]([S:8][C:9]1[C:10]([CH2:17][OH:18])=[CH:11][S:12][C:13]=1[N+:14]([O-:16])=[O:15])[C:2]1[CH:7]=[CH:6][CH:5]=[CH:4][CH:3]=1, predict the reactants needed to synthesize it. (7) Given the product [CH3:1][O:2][C:3](=[O:12])[C:4]1[CH:5]=[CH:6][C:7]([CH:21]([OH:20])[CH2:22][CH2:13][CH3:14])=[CH:8][CH:9]=1, predict the reactants needed to synthesize it. The reactants are: [CH3:1][O:2][C:3](=[O:12])[C:4]1[CH:9]=[CH:8][CH:7]=[CH:6][C:5]=1C=O.[CH2:13]([Mg]Cl)[CH2:14]C.C([O:20][CH2:21][CH3:22])C.Cl.